From a dataset of HIV replication inhibition screening data with 41,000+ compounds from the AIDS Antiviral Screen. Binary Classification. Given a drug SMILES string, predict its activity (active/inactive) in a high-throughput screening assay against a specified biological target. The molecule is CCOC(=O)C(C)OC(=O)C(C)(NC(=O)c1ccccc1C(=O)OC)C1NC=C(C(=O)OC)CS1. The result is 0 (inactive).